Dataset: Forward reaction prediction with 1.9M reactions from USPTO patents (1976-2016). Task: Predict the product of the given reaction. (1) Given the reactants [F:1][C:2]1[C:3]([CH2:21]O)=[N:4][CH:5]=[C:6]([CH:8]2[CH2:13][CH2:12][N:11]([C:14]([O:16][C:17]([CH3:20])([CH3:19])[CH3:18])=[O:15])[CH2:10][CH2:9]2)[CH:7]=1.[NH:23]1[C:31]2[C:26](=[CH:27][C:28]([C:32]([O:34][CH3:35])=[O:33])=[CH:29][CH:30]=2)[CH:25]=[CH:24]1, predict the reaction product. The product is: [F:1][C:2]1[C:3]([CH2:21][N:23]2[C:31]3[C:26](=[CH:27][C:28]([C:32]([O:34][CH3:35])=[O:33])=[CH:29][CH:30]=3)[CH:25]=[CH:24]2)=[N:4][CH:5]=[C:6]([CH:8]2[CH2:9][CH2:10][N:11]([C:14]([O:16][C:17]([CH3:20])([CH3:19])[CH3:18])=[O:15])[CH2:12][CH2:13]2)[CH:7]=1. (2) Given the reactants [Na].[CH3:2][O-].[Na+].C(O[C:8](=[O:24])[C:9]1[CH:14]=[CH:13][CH:12]=[C:11](OCCN2CCOCC2)[CH:10]=1)C.F[C:26](F)(F)[C:27]([OH:29])=O.[CH:32]1([NH:35][C:36](=[O:46])[C:37]2[CH:42]=[CH:41][C:40]([CH3:43])=[C:39]([NH:44][NH2:45])[CH:38]=2)[CH2:34][CH2:33]1.[CH:47]([N:50](C(C)C)CC)(C)C, predict the reaction product. The product is: [NH2:50][C:47]1[N:44]([C:39]2[CH:38]=[C:37]([CH:42]=[CH:41][C:40]=2[CH3:43])[C:36]([NH:35][CH:32]2[CH2:34][CH2:33]2)=[O:46])[N:45]=[C:27]([O:29][CH3:2])[C:26]=1[C:8](=[O:24])[C:9]1[CH:10]=[CH:11][CH:12]=[CH:13][CH:14]=1. (3) The product is: [C:17]([O:23][CH2:24][N:9]1[C:8](=[O:11])[N:7]([CH3:12])[C:6]2[C:5](=[O:13])[NH:4][C:3](=[O:14])[N:2]([CH3:1])[C:10]1=2)(=[O:22])[C:18]([CH3:21])([CH3:20])[CH3:19]. Given the reactants [CH3:1][N:2]1[C:10]2[NH:9][C:8](=[O:11])[N:7]([CH3:12])[C:6]=2[C:5](=[O:13])[NH:4][C:3]1=[O:14].[H-].[Na+].[C:17]([O:23][CH2:24]Cl)(=[O:22])[C:18]([CH3:21])([CH3:20])[CH3:19].O, predict the reaction product. (4) The product is: [C:1]([O:5][C@@H:6]([C:12]1[C:21]([CH2:22][OH:23])=[CH:20][C:19]2[C:14](=[CH:15][CH:16]=[CH:17][CH:18]=2)[C:13]=1[C:24]1[CH:25]=[CH:26][C:27]([Cl:30])=[CH:28][CH:29]=1)[C:7]([O:9][CH2:10][CH3:11])=[O:8])([CH3:2])([CH3:3])[CH3:4]. Given the reactants [C:1]([O:5][C@@H:6]([C:12]1[C:21]([CH:22]=[O:23])=[CH:20][C:19]2[C:14](=[CH:15][CH:16]=[CH:17][CH:18]=2)[C:13]=1[C:24]1[CH:29]=[CH:28][C:27]([Cl:30])=[CH:26][CH:25]=1)[C:7]([O:9][CH2:10][CH3:11])=[O:8])([CH3:4])([CH3:3])[CH3:2].[BH4-].[Na+], predict the reaction product.